From a dataset of Full USPTO retrosynthesis dataset with 1.9M reactions from patents (1976-2016). Predict the reactants needed to synthesize the given product. (1) The reactants are: [N:1]1([CH2:7][CH2:8][OH:9])[CH2:6][CH2:5][NH:4][CH2:3][CH2:2]1.C(O)C.[F:13][CH:14]([F:23])[C:15](O[C:15](=[O:16])[CH:14]([F:23])[F:13])=[O:16]. Given the product [F:13][CH:14]([F:23])[C:15]([N:4]1[CH2:5][CH2:6][N:1]([CH2:7][CH2:8][OH:9])[CH2:2][CH2:3]1)=[O:16], predict the reactants needed to synthesize it. (2) Given the product [C:17]([OH:30])(=[O:29])[CH:18]=[CH2:19].[NH2:3][C:54]([O:58][CH2:59][CH3:60])=[O:57], predict the reactants needed to synthesize it. The reactants are: O=C=[N:3]C1CC(C)(C)CC(C)(CN=C=O)C1.[C:17]([O-:30])(=[O:29])[CH2:18][CH2:19]CCCCCCCCC.[C:17]([O-:30])(=[O:29])[CH2:18][CH2:19]CCCCCCCCC.C([Sn+2]CCCC)CCC.[C:54]([O:58][CH2:59][CH2:60]O)(=[O:57])C=C.